Dataset: Forward reaction prediction with 1.9M reactions from USPTO patents (1976-2016). Task: Predict the product of the given reaction. (1) Given the reactants [NH:1]1[C:5]([NH2:6])=[CH:4][CH:3]=[N:2]1.O.[N+:8]([CH:11]([CH:14]=O)[CH:12]=O)([O-:10])=[O:9].[Na].O, predict the reaction product. The product is: [N+:8]([C:11]1[CH:12]=[C:4]2[CH:3]=[N:2][NH:1][C:5]2=[N:6][CH:14]=1)([O-:10])=[O:9]. (2) Given the reactants [NH:1]([C:31]([O:33][CH2:34][CH:35]1[C:47]2[C:42](=[CH:43][CH:44]=[CH:45][CH:46]=2)[C:41]2[C:36]1=[CH:37][CH:38]=[CH:39][CH:40]=2)=[O:32])[C@@H:2]([C:28]([OH:30])=[O:29])[CH2:3][CH2:4][CH2:5][CH2:6][NH:7]C(C1C=CC=CC=1)(C1C=CC=CC=1)C1C=CC(C)=CC=1, predict the reaction product. The product is: [NH:1]([C:31]([O:33][CH2:34][CH:35]1[C:36]2[C:41](=[CH:40][CH:39]=[CH:38][CH:37]=2)[C:42]2[C:47]1=[CH:46][CH:45]=[CH:44][CH:43]=2)=[O:32])[C@H:2]([C:28]([OH:30])=[O:29])[CH2:3][CH2:4][CH2:5][CH2:6][NH2:7]. (3) The product is: [CH:7]1([CH2:6][CH:5]([C:12]2[CH:17]=[CH:16][C:15]([S:18]([CH3:21])(=[O:20])=[O:19])=[C:14]([C:22]([F:25])([F:23])[F:24])[CH:13]=2)[C:4]([OH:26])=[O:3])[CH2:11][CH2:10][CH2:9][CH2:8]1. Given the reactants C([O:3][C:4](=[O:26])[CH:5]([C:12]1[CH:17]=[CH:16][C:15]([S:18]([CH3:21])(=[O:20])=[O:19])=[C:14]([C:22]([F:25])([F:24])[F:23])[CH:13]=1)[CH2:6][CH:7]1[CH2:11][CH2:10][CH2:9][CH2:8]1)C.[OH-].[Li+], predict the reaction product. (4) Given the reactants [CH2:1]([O:8][CH2:9][CH2:10][CH:11]([C:26]1[CH:31]=[CH:30][C:29]([Cl:32])=[CH:28][CH:27]=1)[C:12]([C:14]1[CH:19]=[CH:18][C:17]([O:20][CH2:21][CH2:22][N:23]([CH3:25])[CH3:24])=[CH:16][CH:15]=1)=[O:13])[C:2]1[CH:7]=[CH:6][CH:5]=[CH:4][CH:3]=1.Br[C:34]1[CH:39]=[CH:38][CH:37]=[CH:36][CH:35]=1.[Cl-].[NH4+], predict the reaction product. The product is: [CH2:1]([O:8][CH2:9][CH2:10][CH:11]([C:26]1[CH:27]=[CH:28][C:29]([Cl:32])=[CH:30][CH:31]=1)[C:12]([C:14]1[CH:19]=[CH:18][C:17]([O:20][CH2:21][CH2:22][N:23]([CH3:24])[CH3:25])=[CH:16][CH:15]=1)([C:34]1[CH:39]=[CH:38][CH:37]=[CH:36][CH:35]=1)[OH:13])[C:2]1[CH:3]=[CH:4][CH:5]=[CH:6][CH:7]=1. (5) Given the reactants [CH2:1]([Sn](CCCC)(CCCC)C=C)[CH2:2]CC.Br[C:17]1[CH:18]=[N:19][CH:20]=[C:21]([CH:24]=1)[C:22]#[N:23].[Cl-].[NH4+].C(OCC)(=O)C, predict the reaction product. The product is: [CH:1]([C:17]1[CH:18]=[N:19][CH:20]=[C:21]([CH:24]=1)[C:22]#[N:23])=[CH2:2]. (6) Given the reactants [CH2:1]([O:3][C:4](=[O:23])[CH2:5][C:6]1[CH:7]=[C:8]([C:14]2[CH:19]=[CH:18][C:17](Br)=[CH:16][C:15]=2[CH:21]=[O:22])[C:9]([O:12][CH3:13])=[CH:10][CH:11]=1)[CH3:2].[N:24]1[C:33]2[C:28](=[CH:29][C:30](B3OC(C)(C)C(C)(C)O3)=[CH:31][CH:32]=2)[CH:27]=[CH:26][CH:25]=1, predict the reaction product. The product is: [CH2:1]([O:3][C:4](=[O:23])[CH2:5][C:6]1[CH:7]=[C:8]([C:14]2[CH:19]=[CH:18][C:17]([C:30]3[CH:29]=[C:28]4[C:33](=[CH:32][CH:31]=3)[N:24]=[CH:25][CH:26]=[CH:27]4)=[CH:16][C:15]=2[CH:21]=[O:22])[C:9]([O:12][CH3:13])=[CH:10][CH:11]=1)[CH3:2].